Dataset: Reaction yield outcomes from USPTO patents with 853,638 reactions. Task: Predict the reaction yield, written as a fraction of the theoretical maximum amount of product (1.0 means a 100% yield; for example, 0.34 means a 34% yield). (1) The reactants are [OH:1][CH2:2][CH2:3][CH2:4][CH2:5][O:6][C:7](=[O:10])[CH:8]=[CH2:9].[CH3:11][O:12][C:13](=[O:17])[C:14]([CH3:16])=[CH2:15].CC(N=NC(C#N)(C)C)(C#N)C. The catalyst is C1COCC1. The product is [OH:1][CH2:2][CH2:3][CH2:4][CH2:5][O:6][C:7](=[O:10])[CH:8]=[CH2:9].[CH3:11][O:12][C:13](=[O:17])[C:14]([CH3:16])=[CH2:15]. The yield is 0.800. (2) The reactants are ClC1C=CC2[N:6]=C(N)N=C(OCC)C=2N=1.[F:16][C:17]1[CH:24]=[CH:23][C:20]([CH:21]=O)=[CH:19][CH:18]=1.C(O)(=O)C.[BH-](OC(C)=O)(OC(C)=O)OC(C)=O.[Na+]. The catalyst is ClCCCl. The product is [F:16][C:17]1[CH:24]=[CH:23][C:20]([CH2:21][NH2:6])=[CH:19][CH:18]=1. The yield is 0.500. (3) The reactants are [C:1]([O:5][C:6]([NH:8][C@@H:9]([CH2:13][CH2:14][N:15]([CH3:17])[CH3:16])[C:10]([OH:12])=[O:11])=[O:7])([CH3:4])([CH3:3])[CH3:2].CN1CCOCC1.ClC(O[CH2:29][CH:30]([CH3:32])[CH3:31])=O.[OH-].[NH4+]. The yield is 0.580. The product is [CH2:29]([O:11][C:10](=[O:12])[C@@H:9]([NH:8][C:6]([O:5][C:1]([CH3:4])([CH3:3])[CH3:2])=[O:7])[CH2:13][CH2:14][N:15]([CH3:17])[CH3:16])[CH:30]([CH3:32])[CH3:31]. The catalyst is C1COCC1. (4) The reactants are [CH3:1][NH:2][CH3:3].O1CCCC1.[CH3:9][N:10]1[N:14]=[C:13]2[CH:15]=[CH:16][C:17]([C:19]3[N:20]=[C:21]([CH:31]=O)[NH:22][C:23]=3[C:24]3[CH:29]=[CH:28][CH:27]=[C:26]([CH3:30])[N:25]=3)=[CH:18][C:12]2=[N:11]1.C([BH3-])#N.[Na+].[OH-].[Na+]. The catalyst is CO.O.C(O)(=O)C. The product is [CH3:1][N:2]([CH3:3])[CH2:31][C:21]1[NH:22][C:23]([C:24]2[CH:29]=[CH:28][CH:27]=[C:26]([CH3:30])[N:25]=2)=[C:19]([C:17]2[CH:16]=[CH:15][C:13]3=[N:14][N:10]([CH3:9])[N:11]=[C:12]3[CH:18]=2)[N:20]=1. The yield is 0.280. (5) The reactants are [CH3:1][C:2]1[C:7]([OH:8])=[CH:6][CH:5]=[CH:4][N:3]=1.[H-].[Na+].Br[C:12]1[CH:13]=[C:14]([N+]([O-])=O)[C:15]([C:18]#[N:19])=[N:16][CH:17]=1.[C:23]1([SH:29])[CH:28]=[CH:27][CH:26]=[CH:25][CH:24]=1. The catalyst is CN(C=O)C.O. The product is [C:23]1([S:29][C:12]2[CH:13]=[C:14]([O:8][C:7]3[C:2]([CH3:1])=[N:3][CH:4]=[CH:5][CH:6]=3)[C:15]([C:18]#[N:19])=[N:16][CH:17]=2)[CH:28]=[CH:27][CH:26]=[CH:25][CH:24]=1. The yield is 1.00. (6) No catalyst specified. The product is [CH3:22][O:19][C:18]([CH:16]1[CH2:17][CH:15]1[C:12]1[CH:13]=[CH:14][C:9]([O:8][CH2:1][C:2]2[CH:3]=[CH:4][CH:5]=[CH:6][CH:7]=2)=[C:10]([Cl:21])[CH:11]=1)=[O:20]. The yield is 0.600. The reactants are [CH2:1]([O:8][C:9]1[CH:14]=[CH:13][C:12]([CH:15]2[CH2:17][CH:16]2[C:18]([OH:20])=[O:19])=[CH:11][C:10]=1[Cl:21])[C:2]1[CH:7]=[CH:6][CH:5]=[CH:4][CH:3]=1.[CH2:22](C1COC(=O)N1)C1C=CC=CC=1. (7) The reactants are [CH2:1]([CH:3]([CH2:20][CH3:21])[CH:4]([NH2:19])[C:5]1[N:9]([CH2:10][C:11]2[CH:16]=[CH:15][C:14]([O:17][CH3:18])=[CH:13][CH:12]=2)[N:8]=[CH:7][CH:6]=1)[CH3:2].[Cl:22][C:23]1[CH:28]=[CH:27][C:26]([S:29](Cl)(=[O:31])=[O:30])=[CH:25][CH:24]=1.S(Cl)(Cl)(=O)=O. No catalyst specified. The product is [Cl:22][C:23]1[CH:28]=[CH:27][C:26]([S:29]([NH:19][CH:4]([C:5]2[N:9]([CH2:10][C:11]3[CH:12]=[CH:13][C:14]([O:17][CH3:18])=[CH:15][CH:16]=3)[N:8]=[CH:7][CH:6]=2)[CH:3]([CH2:1][CH3:2])[CH2:20][CH3:21])(=[O:31])=[O:30])=[CH:25][CH:24]=1. The yield is 0.520.